Dataset: Reaction yield outcomes from USPTO patents with 853,638 reactions. Task: Predict the reaction yield, written as a fraction of the theoretical maximum amount of product (1.0 means a 100% yield; for example, 0.34 means a 34% yield). (1) The reactants are [CH2:1]([O:3][C:4](=[O:17])[CH2:5][C:6]1[CH:16]=[CH:15][CH:14]=[CH:13][C:7]=1[C:8]([O:10][CH2:11][CH3:12])=[O:9])[CH3:2].[Br:18]N1C(=O)CCC1=O. The catalyst is C(Cl)(Cl)(Cl)Cl.CCCCCCC. The product is [Br:18][CH:5]([C:6]1[CH:16]=[CH:15][CH:14]=[CH:13][C:7]=1[C:8]([O:10][CH2:11][CH3:12])=[O:9])[C:4]([O:3][CH2:1][CH3:2])=[O:17]. The yield is 0.890. (2) The reactants are [NH2:1][C:2]1[CH:3]=[C:4]([CH3:22])[C:5]([F:21])=[C:6]([C@:8]2([CH2:19][F:20])[CH2:13][C@@H:12]([C:14]([F:17])([F:16])[F:15])[O:11][C:10]([NH2:18])=[N:9]2)[CH:7]=1.[F:23][CH:24]([F:35])[C:25]1[CH:26]=[C:27]([CH3:34])[C:28]([C:31](O)=[O:32])=[N:29][CH:30]=1.CCCP1(OP(CCC)(=O)OP(CCC)(=O)O1)=O. The catalyst is CN(C=O)C. The product is [NH2:18][C:10]1[O:11][C@H:12]([C:14]([F:17])([F:15])[F:16])[CH2:13][C@:8]([C:6]2[CH:7]=[C:2]([NH:1][C:31](=[O:32])[C:28]3[C:27]([CH3:34])=[CH:26][C:25]([CH:24]([F:23])[F:35])=[CH:30][N:29]=3)[CH:3]=[C:4]([CH3:22])[C:5]=2[F:21])([CH2:19][F:20])[N:9]=1. The yield is 0.127. (3) The reactants are [O:1]=[C:2]1[CH:7]=[C:6]([C:8]2[CH:9]=[N:10][C:11]([C:14]([F:17])([F:16])[F:15])=[CH:12][CH:13]=2)[CH:5]=[CH:4][N:3]1[C:18]1[CH:23]=[CH:22][C:21]2[C:24]3[CH2:25][N:26](C(OC(C)(C)C)=O)[CH2:27][CH2:28][C:29]=3[O:30][C:20]=2[CH:19]=1.Cl. The catalyst is CO.CCOCC. The product is [CH2:25]1[C:24]2[C:21]3[CH:22]=[CH:23][C:18]([N:3]4[CH:4]=[CH:5][C:6]([C:8]5[CH:9]=[N:10][C:11]([C:14]([F:17])([F:15])[F:16])=[CH:12][CH:13]=5)=[CH:7][C:2]4=[O:1])=[CH:19][C:20]=3[O:30][C:29]=2[CH2:28][CH2:27][NH:26]1. The yield is 0.750. (4) The reactants are [CH3:1][N:2]1[C:6]2[CH:7]=[C:8]([C:11](=[O:20])[CH2:12][C:13]3[CH:18]=[CH:17][CH:16]=[C:15]([CH3:19])[N:14]=3)[CH:9]=[CH:10][C:5]=2[N:4]=[N:3]1.Br.O.C(=O)([O-])[OH:24].[Na+]. The catalyst is CS(C)=O. The product is [CH3:1][N:2]1[C:6]2[CH:7]=[C:8]([C:11](=[O:20])[C:12]([C:13]3[CH:18]=[CH:17][CH:16]=[C:15]([CH3:19])[N:14]=3)=[O:24])[CH:9]=[CH:10][C:5]=2[N:4]=[N:3]1. The yield is 0.500. (5) The reactants are [F:1][C:2]1[CH:7]=[C:6]([O:8][CH3:9])[CH:5]=[C:4]([O:10][CH3:11])[CH:3]=1.P(Cl)(Cl)(Cl)=O.CN([CH:20]=[O:21])C. No catalyst specified. The product is [F:1][C:2]1[CH:3]=[C:4]([O:10][CH3:11])[CH:5]=[C:6]([O:8][CH3:9])[C:7]=1[CH:20]=[O:21]. The yield is 0.746.